Dataset: Forward reaction prediction with 1.9M reactions from USPTO patents (1976-2016). Task: Predict the product of the given reaction. Given the reactants [F:1][C:2]([F:37])([F:36])[C:3]1[CH:8]=[CH:7][C:6](/[CH:9]=[CH:10]/[C:11]2[O:12][CH:13]=[C:14]([CH2:16][O:17][C:18]3[CH:23]=[CH:22][C:21]([CH2:24][CH2:25][CH2:26][CH2:27][N:28]4[CH:32]=[CH:31][N:30]=[C:29]4[CH2:33][CH2:34][NH2:35])=[CH:20][CH:19]=3)[N:15]=2)=[CH:5][CH:4]=1.[CH3:38][CH:39]([S:41](Cl)(=[O:43])=[O:42])[CH3:40], predict the reaction product. The product is: [F:37][C:2]([F:36])([F:1])[C:3]1[CH:8]=[CH:7][C:6](/[CH:9]=[CH:10]/[C:11]2[O:12][CH:13]=[C:14]([CH2:16][O:17][C:18]3[CH:23]=[CH:22][C:21]([CH2:24][CH2:25][CH2:26][CH2:27][N:28]4[CH:32]=[CH:31][N:30]=[C:29]4[CH2:33][CH2:34][NH:35][S:41]([CH:39]([CH3:40])[CH3:38])(=[O:43])=[O:42])=[CH:20][CH:19]=3)[N:15]=2)=[CH:5][CH:4]=1.